From a dataset of Experimentally validated miRNA-target interactions with 360,000+ pairs, plus equal number of negative samples. Binary Classification. Given a miRNA mature sequence and a target amino acid sequence, predict their likelihood of interaction. (1) The miRNA is mmu-miR-1194 with sequence GAAUGAGUAACUGCUAGAUCCU. The protein sequence of the target gene is MATEPEAAEPVVPSLVDRYFTRWYKPDVKGKFCEDHCILQHSNRICVITLAESHPVLQSGKTIKSISYQISTNCSRLQNKVSGKFKRGAQFLTELAPLCKIYCSDGEEYTVSSCVRGRLMEVNENILHKPSILQEKPSTEGYIAVVLPKFEESKSITEGLLTQKQYEEVMVKRINATTATS. Result: 0 (no interaction). (2) The protein sequence of the target gene is MTGSNSHITILTLKVLPHFESLGKQEKIPNKMSAFRNHCPHLDSVGEITKEDLIQKSLGTCQDCKVQGPNLWACLENRCSYVGCGESQVDHSTIHSQETKHYLTVNLTTLRVWCYACSKEVFLDRKLGTQPSLPHVRQPHQIQENSVQDFKIPSNTTLKTPLVAVFDDLDIEADEEDELRARGLTGLKNIGNTCYMNAALQALSNCPPLTQFFLDCGGLARTDKKPAICKSYLKLMTELWHKSRPGSVVPTTLFQGIKTVNPTFRGYSQQDAQEFLRCLMDLLHEELKEQVMEVEEDPQT.... Result: 1 (interaction). The miRNA is hsa-miR-1-3p with sequence UGGAAUGUAAAGAAGUAUGUAU. (3) The miRNA is hsa-miR-3935 with sequence UGUAGAUACGAGCACCAGCCAC. The protein sequence of the target gene is MALPLLPGNSFNRNVGKEKFHKSQHWGFCNNVMMLVSDEKPGIGGEPLLGQKIKPKCSIYPKGDGSDVPSWVAFDKQVLSFDAYLEEEVLDKSQTNYRIRYYKIYFYPEDDTIQVNEPEVKNSGLLQGTSIRRHRITLPPPDEDQFYTVYHFNVGTEVVFYGRTFKIYDCDAFTRNFLRKIGVKVNPPVQCPEDPYMKIRREVVEHVEPLRPYESLDTLKQFLQYHGKILCFFCLWDDSVSMFGDRRELILHYFLCDDTIEIKELLPHSSGRDALKMFLRRSKLPKNCPPRVYQPGQITD.... Result: 0 (no interaction). (4) The miRNA is mmu-miR-292a-5p with sequence ACUCAAACUGGGGGCUCUUUUG. The protein sequence of the target gene is MAPPVRYCIPGERLCNLEEGSPGSGTYTRHGYIFSSLAGCLMKTSENGAVPVVSVMRETESQLLPDVGAVVTCKVSSINSRFAKVHILYVGSTPLKNAFRGTIRKEDIRATEKDKVEIYKSFRPGDIVLAKVISLGDAQSNYLLTTAENELGVVVAHSESGVQMVPISWCEMQCPKTHTKEFRKVARVQPEFLQT. Result: 1 (interaction). (5) The miRNA is dme-miR-310-3p with sequence UAUUGCACACUUCCCGGCCUUU. The protein sequence of the target gene is MGEPRAGAALDDGSGWTGSEEGSEEGTGGSEGAGGDGGPDAEGVWSPDIEQSFQEALAIYPPCGRRKIILSDEGKMYGRNELIARYIKLRTGKTRTRKQVSSHIQVLARRKSREIQSKLKDQVSKDKAFQTMATMSSAQLISAPSLQAKLGPTGPQASELFQFWSGGSGPPWNVPDVKPFSQTPFTLSLTPPSTDLPGYEPPQALSPLPPPTPSPPAWQARGLGTARLQLVEFSAFVEPPDAVDSYQRHLFVHISQHCPSPGAPPLESVDVRQIYDKFPEKKGGLRELYDRGPPHAFFLV.... Result: 0 (no interaction).